This data is from Reaction yield outcomes from USPTO patents with 853,638 reactions. The task is: Predict the reaction yield, written as a fraction of the theoretical maximum amount of product (1.0 means a 100% yield; for example, 0.34 means a 34% yield). (1) The yield is 0.700. The reactants are CO[CH2:3][CH2:4][O:5][CH3:6].[C:7](/[C:9](/[C:24]1[CH:25]=[N:26][CH:27]=[CH:28][CH:29]=1)=[CH:10]\[N:11]([CH2:19][C:20]([O:22][CH3:23])=[O:21])CCC(OCC)=O)#[N:8].[CH2:30]1[CH2:40]CN2C(=NCCC2)CC1.C(O)(=[O:43])C. The product is [NH2:8][C:7]1[C:9]([C:24]2[CH:25]=[N:26][CH:27]=[CH:28][CH:29]=2)=[C:10]([CH2:40][CH2:30][C:6]([O:5][CH2:4][CH3:3])=[O:43])[NH:11][C:19]=1[C:20]([O:22][CH3:23])=[O:21]. No catalyst specified. (2) The reactants are [Cl:1][C:2]1[C:3]([OH:11])=[C:4]([CH:8]=[CH:9][CH:10]=1)[C:5]([OH:7])=O.[CH2:12]([O:14][C:15]([C:17]1([NH2:26])[CH2:25][C:24]2[C:19](=[CH:20][CH:21]=[CH:22][CH:23]=2)[CH2:18]1)=[O:16])[CH3:13].CN(C(ON1N=NC2C=CC=NC1=2)=[N+](C)C)C.F[P-](F)(F)(F)(F)F.CCN(C(C)C)C(C)C. The catalyst is CN(C=O)C. The product is [CH2:12]([O:14][C:15]([C:17]1([NH:26][C:5](=[O:7])[C:4]2[CH:8]=[CH:9][CH:10]=[C:2]([Cl:1])[C:3]=2[OH:11])[CH2:25][C:24]2[C:19](=[CH:20][CH:21]=[CH:22][CH:23]=2)[CH2:18]1)=[O:16])[CH3:13]. The yield is 0.490. (3) The reactants are Br[C:2]1[C:3]([F:10])=[C:4]([CH:7]=[CH:8][CH:9]=1)[C:5]#[N:6].CC1(C)C(C)(C)OB([C:19]2[C:28]3[C:23](=CC=C[CH:27]=3)[CH:22]=[N:21][CH:20]=2)O1.C(O)C.C([O-])([O-])=O.[Na+].[Na+]. The catalyst is COCCOC.C1C=CC([P]([Pd]([P](C2C=CC=CC=2)(C2C=CC=CC=2)C2C=CC=CC=2)([P](C2C=CC=CC=2)(C2C=CC=CC=2)C2C=CC=CC=2)[P](C2C=CC=CC=2)(C2C=CC=CC=2)C2C=CC=CC=2)(C2C=CC=CC=2)C2C=CC=CC=2)=CC=1.O. The product is [F:10][C:3]1[C:2]([C:19]2[CH:20]=[N:21][CH:22]=[CH:23][C:28]=2[CH3:27])=[CH:9][CH:8]=[CH:7][C:4]=1[C:5]#[N:6]. The yield is 0.870. (4) The reactants are [C:1]([C:3]1[C:23]([N+:24]([O-:26])=[O:25])=[CH:22][CH:21]=[CH:20][C:4]=1[O:5][CH2:6][CH:7]1[CH2:12][CH2:11][CH2:10][CH2:9][N:8]1C(OC(C)(C)C)=O)#[N:2].[ClH:27]. The catalyst is CCO. The product is [ClH:27].[N+:24]([C:23]1[CH:22]=[CH:21][CH:20]=[C:4]([O:5][CH2:6][CH:7]2[CH2:12][CH2:11][CH2:10][CH2:9][NH:8]2)[C:3]=1[C:1]#[N:2])([O-:26])=[O:25]. The yield is 1.16. (5) The catalyst is C([O-])(O)=O.[Na+]. The reactants are [Cl:1][C:2]1[C:3]([C:28]2[C:36]3[C:31](=[CH:32][CH:33]=[CH:34][CH:35]=3)[N:30]([S:37]([C:40]3[CH:45]=[CH:44][CH:43]=[CH:42][CH:41]=3)(=[O:39])=[O:38])[CH:29]=2)=[N:4][C:5]([NH:8][C@@H:9]2[CH2:14][CH2:13][CH2:12][C@H:11]([NH:15][S:16]([C:19]3[CH:24]=[CH:23][C:22]([N+:25]([O-])=O)=[CH:21][CH:20]=3)(=[O:18])=[O:17])[CH2:10]2)=[N:6][CH:7]=1.CCOC(C)=O.CO. The product is [NH2:25][C:22]1[CH:21]=[CH:20][C:19]([S:16]([NH:15][C@H:11]2[CH2:12][CH2:13][CH2:14][C@@H:9]([NH:8][C:5]3[N:4]=[C:3]([C:28]4[C:36]5[C:31](=[CH:32][CH:33]=[CH:34][CH:35]=5)[N:30]([S:37]([C:40]5[CH:45]=[CH:44][CH:43]=[CH:42][CH:41]=5)(=[O:38])=[O:39])[CH:29]=4)[C:2]([Cl:1])=[CH:7][N:6]=3)[CH2:10]2)(=[O:18])=[O:17])=[CH:24][CH:23]=1. The yield is 0.770. (6) The reactants are [O:1]1[C:10]2[C:5](=[CH:6][CH:7]=[CH:8][CH:9]=2)[CH:4]([CH2:11][NH2:12])[CH2:3][CH2:2]1.F[C:14]1[CH:22]=[N:21][CH:20]=[CH:19][C:15]=1[C:16]([OH:18])=[O:17]. No catalyst specified. The product is [O:1]1[C:10]2[C:5](=[CH:6][CH:7]=[CH:8][CH:9]=2)[CH:4]([CH2:11][NH:12][C:19]2[CH:20]=[N:21][CH:22]=[CH:14][C:15]=2[C:16]([OH:18])=[O:17])[CH2:3][CH2:2]1. The yield is 0.130. (7) The reactants are [Si](Cl)(C)(C)C.CC(OC)(OC)OC.[F:14][C:15]1[CH:16]=[C:17]([C@H:21]([OH:24])[CH2:22]O)[CH:18]=[CH:19][CH:20]=1.C(=O)([O-])[O-].[K+].[K+]. The catalyst is ClCCl. The product is [F:14][C:15]1[CH:16]=[C:17]([C@H:21]2[CH2:22][O:24]2)[CH:18]=[CH:19][CH:20]=1. The yield is 0.750. (8) The reactants are [CH3:1][C:2]1[C:10]([CH3:19])([CH2:11][CH2:12][CH2:13][CH2:14][S:15]([OH:18])(=[O:17])=[O:16])[C:9]2[C:4](=[CH:5][CH:6]=[C:7]([S:20]([OH:23])(=[O:22])=[O:21])[CH:8]=2)[N+:3]=1[CH2:24][CH2:25][CH2:26][CH2:27][S:28]([OH:31])(=[O:30])=[O:29].Cl.[C:33]1([NH:39][CH:40]=[CH:41][CH:42]=[CH:43][CH:44]=NC2C=CC=CC=2)[CH:38]=[CH:37][CH:36]=[CH:35][CH:34]=1. The catalyst is C(OC(=O)C)(=O)C.C(O)(=O)C. The product is [NH:39]([CH:40]=[CH:41][CH:42]=[CH:43][CH:44]=[CH:1][C:2]1[C:10]([CH3:19])([CH2:11][CH2:12][CH2:13][CH2:14][S:15]([OH:18])(=[O:16])=[O:17])[C:9]2[C:4](=[CH:5][CH:6]=[C:7]([S:20]([OH:23])(=[O:22])=[O:21])[CH:8]=2)[N+:3]=1[CH2:24][CH2:25][CH2:26][CH2:27][S:28]([O-:31])(=[O:29])=[O:30])[C:33]1[CH:38]=[CH:37][CH:36]=[CH:35][CH:34]=1. The yield is 0.560. (9) The reactants are Cl[CH:2]1[C:7](=[O:8])[CH2:6][C:5]([CH:21]2[CH2:25][CH2:24][CH2:23][CH2:22]2)([CH2:9][CH2:10][C:11]2[CH:16]=[CH:15][C:14]([CH:17]([F:19])[F:18])=[C:13]([F:20])[CH:12]=2)[O:4][C:3]1=[O:26].[CH3:27][C:28]1[CH:33]=[C:32]([CH3:34])[N:31]2[N:35]=[C:36]([SH:38])[N:37]=[C:30]2[N:29]=1.C(N(CC)CC)C. The catalyst is CN(C=O)C. The product is [CH:21]1([C:5]2([CH2:9][CH2:10][C:11]3[CH:16]=[CH:15][C:14]([CH:17]([F:19])[F:18])=[C:13]([F:20])[CH:12]=3)[O:4][C:3](=[O:26])[C:2]([S:38][C:36]3[N:37]=[C:30]4[N:29]=[C:28]([CH3:27])[CH:33]=[C:32]([CH3:34])[N:31]4[N:35]=3)=[C:7]([OH:8])[CH2:6]2)[CH2:25][CH2:24][CH2:23][CH2:22]1. The yield is 0.680. (10) The reactants are [NH:1]1[CH:9]=[C:7]([CH3:8])[C:5](=[O:6])[NH:4][C:2]1=[O:3].C/C(/O[Si](C)(C)C)=N\[Si](C)(C)C.C(O[CH:26]1[O:42][C@:41]([CH2:52][O:53][S:54]([C:57]2[CH:62]=[CH:61][C:60]([CH3:63])=[CH:59][CH:58]=2)(=[O:56])=[O:55])([CH2:43][O:44][CH2:45][C:46]2[CH:51]=[CH:50][CH:49]=[CH:48][CH:47]=2)[C@@:32]([CH2:64][CH2:65][O:66][C:67](=[O:69])[CH3:68])([O:33][CH2:34][C:35]2[CH:40]=[CH:39][CH:38]=[CH:37][CH:36]=2)[C@H:27]1[O:28][C:29](=[O:31])[CH3:30])(=O)C.C[Si](OS(C(F)(F)F)(=O)=O)(C)C.C(=O)(O)[O-].[Na+]. The catalyst is ClCCCl. The product is [C:29]([O:28][C@@H:27]1[C@:32]([CH2:64][CH2:65][O:66][C:67](=[O:69])[CH3:68])([O:33][CH2:34][C:35]2[CH:36]=[CH:37][CH:38]=[CH:39][CH:40]=2)[C@@:41]([CH2:52][O:53][S:54]([C:57]2[CH:62]=[CH:61][C:60]([CH3:63])=[CH:59][CH:58]=2)(=[O:56])=[O:55])([CH2:43][O:44][CH2:45][C:46]2[CH:47]=[CH:48][CH:49]=[CH:50][CH:51]=2)[O:42][C@H:26]1[N:1]1[CH:9]=[C:7]([CH3:8])[C:5](=[O:6])[NH:4][C:2]1=[O:3])(=[O:31])[CH3:30]. The yield is 0.870.